Dataset: Full USPTO retrosynthesis dataset with 1.9M reactions from patents (1976-2016). Task: Predict the reactants needed to synthesize the given product. (1) Given the product [N:11]1([C:52](=[O:53])[C:51]2[NH:55][CH:56]=[N:8][C:7]=2[N:9]([CH3:12])[C:10]1=[O:1])[CH3:6], predict the reactants needed to synthesize it. The reactants are: [OH-:1].[Na+].C1N=C(N)[C:6]2[N:11]=[CH:10][N:9]([C@@H:12]3O[C@H](COP(OP(OC[C@H]4O[C@@H](N5C=C(C(N)=O)CC=C5)[C@H](O)[C@@H]4O)(O)=O)(O)=O)[C@@H](O)[C@H]3O)[C:7]=2[N:8]=1.[N-]=[N+]=[N-].[Na+].[CH2:51]([NH:55][CH2:56]O)[C:52]([O-])=[O:53].[Na+]. (2) Given the product [Cl:37][C:34]1[CH:35]=[CH:36][C:31]([C:10]2[CH:11]=[C:12]3[C:17](=[N:18][C:9]=2[C:3]2[CH:4]=[CH:5][C:6]([Cl:8])=[CH:7][C:2]=2[Cl:1])[N:16]([CH3:19])[C:15](=[O:20])[C:14]([CH3:21])=[C:13]3[NH:22][C:23](=[O:26])[CH2:24][CH3:25])=[CH:32][CH:33]=1, predict the reactants needed to synthesize it. The reactants are: [Cl:1][C:2]1[CH:7]=[C:6]([Cl:8])[CH:5]=[CH:4][C:3]=1[C:9]1[N:18]=[C:17]2[C:12]([C:13]([N:22](C(=O)CC)[C:23](=[O:26])[CH2:24][CH3:25])=[C:14]([CH3:21])[C:15](=[O:20])[N:16]2[CH3:19])=[CH:11][C:10]=1[C:31]1[CH:36]=[CH:35][C:34]([Cl:37])=[CH:33][CH:32]=1.CO.C([O-])([O-])=O.[Cs+].[Cs+]. (3) Given the product [CH:4]1([C:5]2[N:10]([CH2:11][C:12]3[CH:17]=[CH:16][C:15]([C:18]([CH3:19])([CH3:21])[CH3:20])=[CH:14][CH:13]=3)[C:9](=[O:22])[CH:8]=[C:7]([OH:23])[N:6]=2)[CH2:25][CH2:3][CH2:2][CH2:1]1, predict the reactants needed to synthesize it. The reactants are: [CH:1]1([CH2:4][C:5]2[N:10]([CH2:11][C:12]3[CH:17]=[CH:16][C:15]([C:18]([CH3:21])([CH3:20])[CH3:19])=[CH:14][CH:13]=3)[C:9](=[O:22])[CH:8]=[C:7]([OH:23])[N:6]=2)[CH2:3][CH2:2]1.[Cl-].[CH3:25][Al+]C.C1(CC#N)CC1.C(C1C=CC(CN)=CC=1)(C)(C)C.C(C(CC)(C([O-])=O)C([O-])=O)C.[Na].Cl. (4) Given the product [ClH:10].[Cl:10][C:11]1[CH:12]=[CH:13][C:14]([O:28][CH2:29][CH:30]([CH3:32])[CH3:31])=[C:15]([CH2:17][N:18]2[C:22]([CH3:23])=[CH:21][C:20]([C:24]3[N:1]=[C:2]4[C:7]([N:8]=3)=[CH:6][NH:5][CH:4]=[N:3]4)=[N:19]2)[CH:16]=1, predict the reactants needed to synthesize it. The reactants are: [NH2:1][C:2]1[C:7]([NH2:8])=[CH:6][N:5]=[CH:4][N:3]=1.Cl.[Cl:10][C:11]1[CH:12]=[CH:13][C:14]([O:28][CH2:29][CH:30]([CH3:32])[CH3:31])=[C:15]([CH2:17][N:18]2[C:22]([CH3:23])=[CH:21][C:20]([C:24](=N)OC)=[N:19]2)[CH:16]=1. (5) Given the product [OH:45][CH2:44][C@H:40]([NH:39][C:17]([C:15]1[C:14]2[C:9](=[CH:10][CH:11]=[CH:12][CH:13]=2)[N:8]=[C:7]([C:1]2[CH:6]=[CH:5][CH:4]=[CH:3][CH:2]=2)[CH:16]=1)=[O:18])[C@H:41]([OH:42])[CH3:43], predict the reactants needed to synthesize it. The reactants are: [C:1]1([C:7]2[CH:16]=[C:15]([C:17](O)=[O:18])[C:14]3[C:9](=[CH:10][CH:11]=[CH:12][CH:13]=3)[N:8]=2)[CH:6]=[CH:5][CH:4]=[CH:3][CH:2]=1.C(N=C=NC(C)C)(C)C.C1C=CC2N(O)N=NC=2C=1.[NH2:39][C@H:40]([CH2:44][OH:45])[C@@H:41]([CH3:43])[OH:42]. (6) Given the product [C:6]1([C:2]2[CH:7]=[CH:6][CH:5]=[CH:4][CH:3]=2)[C:5]([S:8]([NH2:11])(=[O:10])=[O:9])=[CH:4][CH:3]=[CH:2][CH:7]=1, predict the reactants needed to synthesize it. The reactants are: Br[C:2]1[CH:7]=[CH:6][C:5]([S:8]([NH2:11])(=[O:10])=[O:9])=[CH:4][CH:3]=1. (7) Given the product [CH3:39][O:40][C:41]1[C:49]2[O:48][CH2:47][CH2:46][C:45]=2[CH:44]=[C:43]([CH:50]([NH:38][C:35]2[CH:36]=[CH:37][C:32]([C:29]3[N:28]=[C:27]([CH3:26])[O:31][N:30]=3)=[CH:33][CH:34]=2)[C:59]#[N:60])[CH:42]=1, predict the reactants needed to synthesize it. The reactants are: C(S([O-])(=O)=O)(F)(F)F.C(S([O-])(=O)=O)(F)(F)F.C(S([O-])(=O)=O)(F)(F)F.[Yb+3].[CH3:26][C:27]1[O:31][N:30]=[C:29]([C:32]2[CH:37]=[CH:36][C:35]([NH2:38])=[CH:34][CH:33]=2)[N:28]=1.[CH3:39][O:40][C:41]1[C:49]2[O:48][CH2:47][CH2:46][C:45]=2[CH:44]=[C:43]([CH:50]=O)[CH:42]=1.FC(F)(F)C(O)=O.[C:59](C1C=CC(NC(C2C=C(OC)C(OC)=CC=2F)C2NC(=O)N(C3C=CC=CC=3C(O)=O)N=2)=CC=1)(=N)[NH2:60].C[Si](C#N)(C)C. (8) Given the product [C:1]([O:5][C:6]([N:8]1[CH2:13][CH2:12][CH2:11][C@@H:10]([C:14](=[O:16])[NH:32][C:29]2[CH:28]=[C:27]([C:33]3[CH:38]=[CH:37][CH:36]=[C:35]([NH:39][CH2:40][C:41]4[CH:46]=[CH:45][CH:44]=[C:43]([F:47])[CH:42]=4)[N:34]=3)[C:26]([Cl:25])=[CH:31][N:30]=2)[CH2:9]1)=[O:7])([CH3:2])([CH3:3])[CH3:4], predict the reactants needed to synthesize it. The reactants are: [C:1]([O:5][C:6]([N:8]1[CH2:13][CH2:12][CH2:11][C@@H:10]([C:14]([OH:16])=O)[CH2:9]1)=[O:7])([CH3:4])([CH3:3])[CH3:2].ClC(N(C)C)=C(C)C.[Cl:25][C:26]1[C:27]([C:33]2[CH:38]=[CH:37][CH:36]=[C:35]([NH:39][CH2:40][C:41]3[CH:46]=[CH:45][CH:44]=[C:43]([F:47])[CH:42]=3)[N:34]=2)=[CH:28][C:29]([NH2:32])=[N:30][CH:31]=1.N1C=CC=CC=1.